Task: Predict the product of the given reaction.. Dataset: Forward reaction prediction with 1.9M reactions from USPTO patents (1976-2016) (1) Given the reactants CS(O[CH2:6][CH:7]1[CH2:12][CH2:11][C:10]2([C:16]3[CH:17]=[CH:18][CH:19]=[CH:20][C:15]=3[CH2:14][O:13]2)[CH2:9][CH2:8]1)(=O)=O.[N-:21]=[N+:22]=[N-:23].[Na+], predict the reaction product. The product is: [C:10]12([C:16]3[CH:17]=[CH:18][CH:19]=[CH:20][C:15]=3[CH2:14][O:13]1)[CH2:11][CH2:12][CH:7]([CH2:6][N:21]=[N+:22]=[N-:23])[CH2:8][CH2:9]2. (2) Given the reactants [BH4-].[Li+].[F:3][C:4]([F:18])([F:17])[CH:5]([C:7]1[CH:8]=[C:9]([CH:14]=[CH:15][CH:16]=1)[C:10](OC)=[O:11])[OH:6], predict the reaction product. The product is: [F:3][C:4]([F:17])([F:18])[CH:5]([C:7]1[CH:16]=[CH:15][CH:14]=[C:9]([CH2:10][OH:11])[CH:8]=1)[OH:6]. (3) Given the reactants N([CH2:4][CH2:5][C:6]1[CH:11]=[C:10]([C:12]2[CH:17]=[CH:16][C:15]([CH3:18])=[CH:14][CH:13]=2)[N:9]=[C:8]([CH2:19][C:20]2[CH:25]=[CH:24][CH:23]=[CH:22][CH:21]=2)[N:7]=1)=[N+]=[N-].[CH3:26][S:27](Cl)(=[O:29])=[O:28].CCN(CC)CC.CC[O:40]C(C)=O, predict the reaction product. The product is: [CH2:19]([C:8]1[N:7]=[C:6]([CH2:5][CH2:4][O:28][S:27]([CH3:26])(=[O:29])=[O:40])[CH:11]=[C:10]([C:12]2[CH:17]=[CH:16][C:15]([CH3:18])=[CH:14][CH:13]=2)[N:9]=1)[C:20]1[CH:25]=[CH:24][CH:23]=[CH:22][CH:21]=1. (4) The product is: [F:1][C:2]1[CH:3]=[CH:4][C:5]([N:8]2[C:11](=[O:12])[C@H:10]([S:13][CH2:14][CH:15]([C:17]3[CH:22]=[CH:21][C:20]([F:23])=[CH:19][CH:18]=3)[OH:16])[C@H:9]2[C:24]2[CH:46]=[CH:45][C:27]([O:28][CH2:29][C:30]([NH:32][CH2:33][C:34]([NH:36][C@H:37]([C:42]([OH:44])=[O:43])[CH2:38][C:39](=[O:41])[NH2:40])=[O:35])=[O:31])=[CH:26][CH:25]=2)=[CH:6][CH:7]=1. Given the reactants [F:1][C:2]1[CH:7]=[CH:6][C:5]([N:8]2[C:11](=[O:12])[C@H:10]([S:13][CH2:14][C:15]([C:17]3[CH:22]=[CH:21][C:20]([F:23])=[CH:19][CH:18]=3)=[O:16])[C@H:9]2[C:24]2[CH:46]=[CH:45][C:27]([O:28][CH2:29][C:30]([NH:32][CH2:33][C:34]([NH:36][C@H:37]([C:42]([OH:44])=[O:43])[CH2:38][C:39](=[O:41])[NH2:40])=[O:35])=[O:31])=[CH:26][CH:25]=2)=[CH:4][CH:3]=1.[BH4-].[Na+], predict the reaction product. (5) Given the reactants [CH:1]([C:4]1[S:5][C:6]([C:11](=[O:21])[C:12]2[CH:17]=[CH:16][CH:15]=[CH:14][C:13]=2[N+:18]([O-])=O)=[C:7]([C:9]#[N:10])[N:8]=1)([CH3:3])[CH3:2].Cl[Sn]Cl.Cl, predict the reaction product. The product is: [NH2:10][C:9]1[C:7]2[N:8]=[C:4]([CH:1]([CH3:3])[CH3:2])[S:5][C:6]=2[C:11](=[O:21])[C:12]2[CH:17]=[CH:16][CH:15]=[CH:14][C:13]=2[N:18]=1. (6) Given the reactants [CH3:1][O:2][C:3]1[CH:4]=[C:5]([S:11]([N:14]2[CH2:19][CH2:18][NH:17][CH2:16][CH2:15]2)(=[O:13])=[O:12])[CH:6]=[CH:7][C:8]=1[O:9][CH3:10].CCN(C(C)C)C(C)C.[CH2:29]([C:31]1[CH:32]=[C:33]([S:39](Cl)(=[O:41])=[O:40])[CH:34]=[CH:35][C:36]=1[O:37][CH3:38])[CH3:30], predict the reaction product. The product is: [CH3:1][O:2][C:3]1[CH:4]=[C:5]([S:11]([N:14]2[CH2:15][CH2:16][N:17]([S:39]([C:33]3[CH:34]=[CH:35][C:36]([O:37][CH3:38])=[C:31]([CH2:29][CH3:30])[CH:32]=3)(=[O:41])=[O:40])[CH2:18][CH2:19]2)(=[O:13])=[O:12])[CH:6]=[CH:7][C:8]=1[O:9][CH3:10].